Dataset: Peptide-MHC class II binding affinity with 134,281 pairs from IEDB. Task: Regression. Given a peptide amino acid sequence and an MHC pseudo amino acid sequence, predict their binding affinity value. This is MHC class II binding data. (1) The peptide sequence is DVINDFVSSYARGET. The MHC is DRB1_0101 with pseudo-sequence DRB1_0101. The binding affinity (normalized) is 0.0509. (2) The peptide sequence is IGMTNRATWASHIHL. The MHC is HLA-DQA10102-DQB10501 with pseudo-sequence HLA-DQA10102-DQB10501. The binding affinity (normalized) is 0.422. (3) The peptide sequence is NAGFKAAVAAAAVVP. The MHC is DRB1_0404 with pseudo-sequence DRB1_0404. The binding affinity (normalized) is 0.427. (4) The peptide sequence is YDKFLANVSTVLTMK. The MHC is DRB1_0401 with pseudo-sequence DRB1_0401. The binding affinity (normalized) is 0.494. (5) The peptide sequence is AAGGWDSLAAELATT. The MHC is DRB3_0202 with pseudo-sequence DRB3_0202. The binding affinity (normalized) is 0. (6) The peptide sequence is AVWVDGKARTAWVDS. The MHC is DRB1_1501 with pseudo-sequence DRB1_1501. The binding affinity (normalized) is 0.424. (7) The peptide sequence is ASMFIFDRSFTITIA. The MHC is HLA-DPA10103-DPB10401 with pseudo-sequence HLA-DPA10103-DPB10401. The binding affinity (normalized) is 0.479. (8) The peptide sequence is GTSGSPIVNRNGEVI. The MHC is DRB1_0301 with pseudo-sequence DRB1_0301. The binding affinity (normalized) is 0.0944. (9) The peptide sequence is TEQYKFQADSPKRLA. The MHC is DRB1_0301 with pseudo-sequence DRB1_0301. The binding affinity (normalized) is 0.514. (10) The peptide sequence is QAGGKLCPNNLCCSQ. The MHC is DRB1_0802 with pseudo-sequence DRB1_0802. The binding affinity (normalized) is 0.209.